This data is from Catalyst prediction with 721,799 reactions and 888 catalyst types from USPTO. The task is: Predict which catalyst facilitates the given reaction. (1) Reactant: [CH3:1][O:2][C:3]1[C:4]([CH3:17])=[C:5]([C:8]([O:15][CH3:16])=[C:9]([O:13][CH3:14])[C:10]=1[O:11][CH3:12])[CH:6]=[O:7].[CH2:18]([O:25][C:26]1[CH:27]=[C:28](Br)[CH:29]=[CH:30][CH:31]=1)[C:19]1[CH:24]=[CH:23][CH:22]=[CH:21][CH:20]=1.[Mg].[Cl-].[NH4+]. Product: [CH3:1][O:2][C:3]1[C:4]([CH3:17])=[C:5]([CH:6]([C:28]2[CH:29]=[CH:30][CH:31]=[C:26]([O:25][CH2:18][C:19]3[CH:24]=[CH:23][CH:22]=[CH:21][CH:20]=3)[CH:27]=2)[OH:7])[C:8]([O:15][CH3:16])=[C:9]([O:13][CH3:14])[C:10]=1[O:11][CH3:12]. The catalyst class is: 7. (2) Reactant: [OH:1][CH:2]([C:21]1[CH:26]=[CH:25][C:24]([O:27][C:28]2[CH:33]=[CH:32][CH:31]=[CH:30][N:29]=2)=[CH:23][CH:22]=1)[CH:3]([CH2:7][C:8]1[CH:13]=[CH:12][CH:11]=[C:10]([O:14][C:15]([F:20])([F:19])[CH:16]([F:18])[F:17])[CH:9]=1)C(O)=O.C1(P(N=[N+]=[N-])(C2C=CC=CC=2)=O)C=CC=CC=1.C([N:53]([CH2:56]C)CC)C.[OH2:58]. Product: [N:29]1[CH:30]=[CH:31][CH:32]=[CH:33][C:28]=1[O:27][C:24]1[CH:23]=[CH:22][C:21]([CH:2]2[O:1][C:56](=[O:58])[NH:53][CH:3]2[CH2:7][C:8]2[CH:13]=[CH:12][CH:11]=[C:10]([O:14][C:15]([F:20])([F:19])[CH:16]([F:17])[F:18])[CH:9]=2)=[CH:26][CH:25]=1. The catalyst class is: 7.